Predict the reaction yield, written as a fraction of the theoretical maximum amount of product (1.0 means a 100% yield; for example, 0.34 means a 34% yield). From a dataset of Reaction yield outcomes from USPTO patents with 853,638 reactions. (1) The reactants are [C:1]([O-:4])(=[S:3])[CH3:2].[K+].CN(C=O)C.[CH3:11][C:12]1([CH3:21])[O:16][C@H:15]2COC(=O)[C@H:14]2[O:13]1. The catalyst is O. The product is [CH3:11][C:12]1([CH3:21])[O:13][C@H:14]2[CH2:15][S:3][C:1](=[O:4])[C@H:2]2[O:16]1. The yield is 0.350. (2) The reactants are [F:1][C:2]1[CH:7]=[CH:6][C:5]([N:8]2[C:12]([CH2:13][CH:14]([CH3:16])[CH3:15])=[CH:11][C:10]([C:17](OCC)=[O:18])=[N:9]2)=[CH:4][CH:3]=1.[H-].C([Al+]CC(C)C)C(C)C.CO.Cl. The catalyst is ClCCl.O. The product is [F:1][C:2]1[CH:3]=[CH:4][C:5]([N:8]2[C:12]([CH2:13][CH:14]([CH3:15])[CH3:16])=[CH:11][C:10]([CH:17]=[O:18])=[N:9]2)=[CH:6][CH:7]=1. The yield is 0.893. (3) The reactants are Cl[C:2]1[CH:11]=[N:10][C:9]2[C:4](=[CH:5][C:6]([CH3:12])=[CH:7][CH:8]=2)[N:3]=1.[CH3:13][O:14][C:15]1[CH:20]=[C:19]([O:21][CH3:22])[CH:18]=[CH:17][C:16]=1[CH2:23][NH2:24].CCOC(C)=O. The catalyst is CS(C)=O. The product is [CH3:13][O:14][C:15]1[CH:20]=[C:19]([O:21][CH3:22])[CH:18]=[CH:17][C:16]=1[CH2:23][NH:24][C:2]1[CH:11]=[N:10][C:9]2[C:4](=[CH:5][C:6]([CH3:12])=[CH:7][CH:8]=2)[N:3]=1. The yield is 0.970. (4) The reactants are C1(P(C2C=CC=CC=2)C2C=CC=CC=2)C=CC=CC=1.[C:20]([Br:24])(Br)(Br)[Br:21].[CH:25]([C:27]1[N:28]=[C:29]([CH:32]2[CH2:37][CH2:36][N:35]([C:38]([O:40][C:41]([CH3:44])([CH3:43])[CH3:42])=[O:39])[CH2:34][CH2:33]2)[S:30][CH:31]=1)=O.C(=O)([O-])O.[Na+]. The catalyst is ClCCl.C(N(CC)CC)C. The product is [Br:21][C:20]([Br:24])=[CH:25][C:27]1[N:28]=[C:29]([CH:32]2[CH2:33][CH2:34][N:35]([C:38]([O:40][C:41]([CH3:44])([CH3:43])[CH3:42])=[O:39])[CH2:36][CH2:37]2)[S:30][CH:31]=1. The yield is 0.970. (5) The reactants are [OH:1][CH2:2][C:3]12[CH2:10][CH2:9][C:6]([C:11]3[NH:19][C:18]4[C:17](=[O:20])[N:16]([CH2:21][CH2:22][CH3:23])[C:15](=[O:24])[N:14]([CH2:25][CH2:26][CH3:27])[C:13]=4[N:12]=3)([CH2:7][CH2:8]1)[CH2:5][CH2:4]2.CC(OI1(OC(C)=O)(OC(C)=O)OC(=O)C2C=CC=CC1=2)=O. The catalyst is C(Cl)Cl. The product is [O:24]=[C:15]1[N:14]([CH2:25][CH2:26][CH3:27])[C:13]2[N:12]=[C:11]([C:6]34[CH2:7][CH2:8][C:3]([CH:2]=[O:1])([CH2:10][CH2:9]3)[CH2:4][CH2:5]4)[NH:19][C:18]=2[C:17](=[O:20])[N:16]1[CH2:21][CH2:22][CH3:23]. The yield is 0.620.